This data is from Catalyst prediction with 721,799 reactions and 888 catalyst types from USPTO. The task is: Predict which catalyst facilitates the given reaction. (1) Reactant: [Br:1][C:2]1[CH:7]=[CH:6][C:5]([CH:8]([CH3:12])[CH2:9][CH2:10][OH:11])=[CH:4][CH:3]=1.[O:13]1[CH:18]=[CH:17][CH2:16][CH2:15][CH2:14]1.C1(C)C=CC(S(O)(=O)=O)=CC=1. Product: [Br:1][C:2]1[CH:3]=[CH:4][C:5]([CH:8]([CH3:12])[CH2:9][CH2:10][O:11][CH:14]2[CH2:15][CH2:16][CH2:17][CH2:18][O:13]2)=[CH:6][CH:7]=1. The catalyst class is: 4. (2) Reactant: [CH2:1]([O:8][C:9]([NH:11][CH2:12][CH2:13][NH:14][C:15](=[O:23])[C@H:16]([OH:22])[C@H:17]([OH:21])[C:18]([OH:20])=O)=[O:10])[C:2]1[CH:7]=[CH:6][CH:5]=[CH:4][CH:3]=1.C1C=CC2N(O)N=NC=2C=1.CCN=C=NCCCN(C)C.[NH2:45][CH2:46][CH2:47][C:48]([O:50][CH2:51][C:52]1[CH:57]=[CH:56][CH:55]=[CH:54][CH:53]=1)=[O:49].C([O-])([O-])=O.[Na+].[Na+]. Product: [OH:22][C@H:16]([C@H:17]([OH:21])[C:18](=[O:20])[NH:45][CH2:46][CH2:47][C:48]([O:50][CH2:51][C:52]1[CH:57]=[CH:56][CH:55]=[CH:54][CH:53]=1)=[O:49])[C:15](=[O:23])[NH:14][CH2:13][CH2:12][NH:11][C:9](=[O:10])[O:8][CH2:1][C:2]1[CH:3]=[CH:4][CH:5]=[CH:6][CH:7]=1. The catalyst class is: 3. (3) Reactant: [OH:1][C:2]1[CH:24]=[CH:23][C:5]([O:6][C:7]2[C:8]([CH3:22])=[CH:9][C:10]([NH:16][C:17](=[O:21])[C:18]([OH:20])=[O:19])=[C:11]3[C:15]=2[CH2:14][CH2:13][CH2:12]3)=[CH:4][C:3]=1[CH:25]([CH3:27])[CH3:26].[OH-].[Na+:29]. Product: [OH:1][C:2]1[CH:24]=[CH:23][C:5]([O:6][C:7]2[C:8]([CH3:22])=[CH:9][C:10]([NH:16][C:17](=[O:21])[C:18]([O-:20])=[O:19])=[C:11]3[C:15]=2[CH2:14][CH2:13][CH2:12]3)=[CH:4][C:3]=1[CH:25]([CH3:27])[CH3:26].[Na+:29]. The catalyst class is: 8. (4) Reactant: [K].[C:2]([O:6][C:7]([N:9]1[C@@H:13]([CH2:14][C:15]2[CH:20]=[CH:19][C:18]([OH:21])=[CH:17][CH:16]=2)[CH2:12][O:11][C:10]1([CH3:23])[CH3:22])=[O:8])([CH3:5])([CH3:4])[CH3:3].Cl[C:25]1[C:34]2[C:29](=[CH:30][C:31]([Cl:35])=[CH:32][CH:33]=2)[N:28]=[CH:27][CH:26]=1. Product: [C:2]([O:6][C:7]([N:9]1[C@@H:13]([CH2:14][C:15]2[CH:16]=[CH:17][C:18]([O:21][C:25]3[C:34]4[C:29](=[CH:30][C:31]([Cl:35])=[CH:32][CH:33]=4)[N:28]=[CH:27][CH:26]=3)=[CH:19][CH:20]=2)[CH2:12][O:11][C:10]1([CH3:23])[CH3:22])=[O:8])([CH3:5])([CH3:3])[CH3:4]. The catalyst class is: 16. (5) Reactant: S(=O)(=O)(O)O.[CH3:6][S:7]([N:10]1[CH2:15][CH2:14][N:13]([C@@H:16]([CH2:21][NH:22][C:23](=[O:37])[C:24]2[CH:29]=[CH:28][C:27]([O:30]COCCOC)=[CH:26][CH:25]=2)[C:17]([O:19][CH3:20])=[O:18])[CH2:12][CH2:11]1)(=[O:9])=[O:8].C(=O)([O-])O.[Na+]. Product: [OH:30][C:27]1[CH:28]=[CH:29][C:24]([C:23]([NH:22][CH2:21][C@H:16]([N:13]2[CH2:12][CH2:11][N:10]([S:7]([CH3:6])(=[O:9])=[O:8])[CH2:15][CH2:14]2)[C:17]([O:19][CH3:20])=[O:18])=[O:37])=[CH:25][CH:26]=1. The catalyst class is: 83. (6) Reactant: CCCCCC.C([Li])CCC.C(NC(C)C)(C)C.[C:19]([C:23]1[S:24][CH:25]=[CH:26][CH:27]=1)(=O)[CH2:20][CH3:21].[F:28][C:29]([F:40])([F:39])[C:30](O[C:30](=O)[C:29]([F:40])([F:39])[F:28])=O.Cl.[NH2:42][NH2:43]. Product: [CH3:21][C:20]1[C:19]([C:23]2[S:24][CH:25]=[CH:26][CH:27]=2)=[N:42][NH:43][C:30]=1[C:29]([F:40])([F:39])[F:28]. The catalyst class is: 353. (7) Reactant: [N+:1]([C:4]1[CH:12]=[C:11]([S:13]([CH3:16])(=[O:15])=[O:14])[CH:10]=[CH:9][C:5]=1[C:6]([OH:8])=[O:7])([O-:3])=[O:2].C(Cl)(=O)C(Cl)=O.[N+:23]([C:26]1[CH:31]=[CH:30][C:29](O)=[CH:28][CH:27]=1)([O-:25])=[O:24].C(N(CC)CC)C. Product: [N+:1]([C:4]1[CH:12]=[C:11]([S:13]([CH3:16])(=[O:15])=[O:14])[CH:10]=[CH:9][C:5]=1[C:6]([O:8][C:29]1[CH:30]=[CH:31][C:26]([N+:23]([O-:25])=[O:24])=[CH:27][CH:28]=1)=[O:7])([O-:3])=[O:2]. The catalyst class is: 174. (8) Reactant: [C:1]([C:3]1[CH:8]=[CH:7][C:6]([O:9][C:10]2[CH:15]=[CH:14][C:13]([NH:16][C:17](=[O:22])[C:18]([CH3:21])([CH3:20])[NH2:19])=[CH:12][CH:11]=2)=[CH:5][C:4]=1[O:23][CH3:24])#[N:2].C(N(CC)CC)C.Cl[C:33]([O:36]C(=O)OC(Cl)(Cl)Cl)(Cl)Cl. Product: [CH3:21][C:18]1([CH3:20])[C:17](=[O:22])[N:16]([C:13]2[CH:12]=[CH:11][C:10]([O:9][C:6]3[CH:7]=[CH:8][C:3]([C:1]#[N:2])=[C:4]([O:23][CH3:24])[CH:5]=3)=[CH:15][CH:14]=2)[C:33](=[O:36])[NH:19]1. The catalyst class is: 2.